From a dataset of Catalyst prediction with 721,799 reactions and 888 catalyst types from USPTO. Predict which catalyst facilitates the given reaction. (1) Reactant: [CH:1]1([C:4]2[CH:9]=[CH:8][N:7]=[CH:6][C:5]=2[N:10]2[CH2:14][CH2:13][N:12]([C:15]3[CH:20]=[C:19](Cl)[N:18]=[C:17]([Cl:22])[CH:16]=3)[C:11]2=[O:23])[CH2:3][CH2:2]1.[CH:24]1(B(O)O)[CH2:26][CH2:25]1.C(=O)([O-])[O-].[Na+].[Na+]. Product: [Cl:22][C:17]1[CH:16]=[C:15]([N:12]2[CH2:13][CH2:14][N:10]([C:5]3[CH:6]=[N:7][CH:8]=[CH:9][C:4]=3[CH:1]3[CH2:3][CH2:2]3)[C:11]2=[O:23])[CH:20]=[C:19]([CH:24]2[CH2:26][CH2:25]2)[N:18]=1. The catalyst class is: 206. (2) Reactant: [CH:1]([O:4][C:5]([C:7]1([C:10]2[CH:15]=[CH:14][C:13]([C:16]3[CH:21]=[CH:20][CH:19]=[CH:18][CH:17]=3)=[CH:12][CH:11]=2)[CH2:9][CH2:8]1)=[O:6])([CH3:3])[CH3:2].[Cl-].[Al+3].[Cl-].[Cl-].[C:26](Cl)(=[O:28])[CH3:27].O. Product: [CH:1]([O:4][C:5]([C:7]1([C:10]2[CH:11]=[CH:12][C:13]([C:16]3[CH:21]=[CH:20][C:19]([C:26](=[O:28])[CH3:27])=[CH:18][CH:17]=3)=[CH:14][CH:15]=2)[CH2:9][CH2:8]1)=[O:6])([CH3:3])[CH3:2]. The catalyst class is: 2. (3) Product: [CH3:14][C:4]1[C:5]2[N:11]3[CH2:12][C@H:8]([CH2:9][CH2:10]3)[NH:7][C:6]=2[N:13]=[C:2]([C:19]2[CH:20]=[N:21][C:16]([CH3:15])=[CH:17][CH:18]=2)[CH:3]=1. Reactant: Cl[C:2]1[CH:3]=[C:4]([CH3:14])[C:5]2[N:11]3[CH2:12][C@H:8]([CH2:9][CH2:10]3)[NH:7][C:6]=2[N:13]=1.[CH3:15][C:16]1[N:21]=[CH:20][C:19](B(O)O)=[CH:18][CH:17]=1.P([O-])([O-])([O-])=O.[K+].[K+].[K+].CC(C1C=C(C(C)C)C(C2C=CC=CC=2P(C2CCCCC2)C2CCCCC2)=C(C(C)C)C=1)C. The catalyst class is: 333. (4) Reactant: [CH2:1]([CH:8]1[CH2:13][C:12]([N:20]([CH3:22])[CH3:21])([C:14]2[CH:19]=[CH:18][CH:17]=[CH:16][CH:15]=2)[CH2:11][CH2:10][C:9]1=O)[C:2]1[CH:7]=[CH:6][CH:5]=[CH:4][CH:3]=1.[NH2:24][CH2:25][CH2:26][C:27]1[C:35]2[C:30](=[CH:31][CH:32]=[CH:33][CH:34]=2)[NH:29][CH:28]=1.FC(F)(F)C(O)=O.[OH-].[Na+]. Product: [CH2:1]([CH:8]1[C:9]2([C:28]3[NH:29][C:30]4[C:35]([C:27]=3[CH2:26][CH2:25][NH:24]2)=[CH:34][CH:33]=[CH:32][CH:31]=4)[CH2:10][CH2:11][C:12]([C:14]2[CH:19]=[CH:18][CH:17]=[CH:16][CH:15]=2)([N:20]([CH3:22])[CH3:21])[CH2:13]1)[C:2]1[CH:7]=[CH:6][CH:5]=[CH:4][CH:3]=1. The catalyst class is: 5. (5) Reactant: C([O-])([O-])=O.[Cs+].[Cs+].[CH2:7]([OH:9])[CH3:8].Cl[C:11]1[CH:16]=[C:15]([C:17]2[N:21]3[CH:22]=[C:23]([NH:26][CH:27]4[CH2:32][CH2:31][CH:30]([OH:33])[CH2:29][CH2:28]4)[CH:24]=[CH:25][C:20]3=[N:19][CH:18]=2)[CH:14]=[CH:13][N:12]=1. Product: [CH2:7]([O:9][C:13]1[CH:14]=[C:15]([C:17]2[N:21]3[CH:22]=[C:23]([NH:26][CH:27]4[CH2:28][CH2:29][CH:30]([OH:33])[CH2:31][CH2:32]4)[CH:24]=[CH:25][C:20]3=[N:19][CH:18]=2)[CH:16]=[CH:11][N:12]=1)[CH3:8]. The catalyst class is: 58.